Dataset: Reaction yield outcomes from USPTO patents with 853,638 reactions. Task: Predict the reaction yield, written as a fraction of the theoretical maximum amount of product (1.0 means a 100% yield; for example, 0.34 means a 34% yield). (1) The reactants are Cl[C:2]([O:4][CH2:5][CH3:6])=[O:3].C1O[C:10]2([CH2:19][CH2:18][C:13]3([NH:17][CH2:16][CH2:15][CH2:14]3)[CH2:12][CH2:11]2)[O:9]C1.C(N(CC)CC)C. The catalyst is CN(C)C1C=CN=CC=1.ClCCl. The product is [N:17]1([C:2]([O:4][CH2:5][CH3:6])=[O:3])[C:13]2([CH2:18][CH2:19][C:10](=[O:9])[CH2:11][CH2:12]2)[CH2:14][CH2:15][CH2:16]1. The yield is 0.687. (2) The catalyst is C(O)(=O)C. The reactants are O=[C:2]1[CH2:7][CH2:6][CH2:5][CH:4]([C:8]([OH:10])=[O:9])[CH2:3]1.Cl.[Cl:12][C:13]1[CH:30]=[CH:29][C:16]([C:17]([N:19]([C:21]2[CH:26]=[CH:25][C:24]([O:27][CH3:28])=[CH:23][CH:22]=2)N)=[O:18])=[CH:15][CH:14]=1. The yield is 0.820. The product is [Cl:12][C:13]1[CH:30]=[CH:29][C:16]([C:17]([N:19]2[C:2]3[CH2:3][CH:4]([C:8]([OH:10])=[O:9])[CH2:5][CH2:6][C:7]=3[C:22]3[C:21]2=[CH:26][CH:25]=[C:24]([O:27][CH3:28])[CH:23]=3)=[O:18])=[CH:15][CH:14]=1. (3) The reactants are [C:1]([C:4]1[CH:15]=[CH:14][C:13]([Br:16])=[CH:12][C:5]=1[O:6][CH2:7]C(OC)=O)(=O)[CH3:2].C(OOC(=O)C1C=CC=CC=1)(=O)C1C=CC=CC=1.[Br:35]N1C(=O)CCC1=O. The catalyst is ClC1C=CC=CC=1. The product is [Br:16][C:13]1[CH:14]=[CH:15][C:4]2[C:1]([CH2:2][Br:35])=[CH:7][O:6][C:5]=2[CH:12]=1. The yield is 0.320. (4) The reactants are [NH2:1][C@@H:2]([CH2:6][CH2:7][C:8]([O:10][CH3:11])=[O:9])[C:3]([OH:5])=[O:4].[C:12]1([C:18]2[CH:26]=[CH:25][C:21]([C:22](Cl)=[O:23])=[CH:20][CH:19]=2)[CH:17]=[CH:16][CH:15]=[CH:14][CH:13]=1. No catalyst specified. The product is [CH3:11][O:10][C:8](=[O:9])[CH2:7][CH2:6][C@H:2]([NH:1][C:22]([C:21]1[CH:25]=[CH:26][C:18]([C:12]2[CH:13]=[CH:14][CH:15]=[CH:16][CH:17]=2)=[CH:19][CH:20]=1)=[O:23])[C:3]([OH:5])=[O:4]. The yield is 0.390.